Dataset: Full USPTO retrosynthesis dataset with 1.9M reactions from patents (1976-2016). Task: Predict the reactants needed to synthesize the given product. (1) The reactants are: FC(F)(F)S(O[C:7]1[CH:12]=[CH:11][C:10]([P:13]2(=[O:20])[CH2:18][CH2:17][N:16]([CH3:19])[CH2:15][CH2:14]2)=[CH:9][CH:8]=1)(=O)=O.CN([CH:26]=[O:27])C.C1C=CC(P(C2C=CC=CC=2)CCCP(C2C=CC=CC=2)C2C=CC=CC=2)=CC=1.CCN(C(C)C)C(C)C.[OH2:66]. Given the product [CH3:19][N:16]1[CH2:17][CH2:18][P:13]([C:10]2[CH:11]=[CH:12][C:7]([C:26]([OH:27])=[O:66])=[CH:8][CH:9]=2)(=[O:20])[CH2:14][CH2:15]1, predict the reactants needed to synthesize it. (2) Given the product [CH3:1][O:2][C:3]1[CH:4]=[C:5]2[C:10](=[CH:11][C:12]=1[O:13][CH3:14])[N:9]=[CH:8][CH:7]=[C:6]2[O:15][C:16]1[CH:22]=[CH:21][C:19]([NH:20][C:29](=[O:35])[O:30][CH:31]2[CH2:41][CH2:42][O:37][CH2:38][CH2:39]2)=[C:18]([CH3:23])[C:17]=1[CH3:24], predict the reactants needed to synthesize it. The reactants are: [CH3:1][O:2][C:3]1[CH:4]=[C:5]2[C:10](=[CH:11][C:12]=1[O:13][CH3:14])[N:9]=[CH:8][CH:7]=[C:6]2[O:15][C:16]1[CH:22]=[CH:21][C:19]([NH2:20])=[C:18]([CH3:23])[C:17]=1[CH3:24].ClC(Cl)(O[C:29](=[O:35])[O:30][C:31](Cl)(Cl)Cl)Cl.[O:37]1[CH2:42][CH2:41]C(O)[CH2:39][CH2:38]1.C(=O)(O)[O-].[Na+]. (3) Given the product [CH3:14][O:15][C:16]([C:18]1([NH:24][C:40]([C:37]2[CH:38]=[CH:39][O:35][CH:36]=2)=[O:41])[CH2:19][CH2:20][CH2:21][CH2:22][CH2:23]1)=[O:17], predict the reactants needed to synthesize it. The reactants are: Cl.C(N=C=NCCCN(C)C)C.Cl.[CH3:14][O:15][C:16]([C:18]1([NH2:24])[CH2:23][CH2:22][CH2:21][CH2:20][CH2:19]1)=[O:17].ON1C2C=CC=CC=2N=N1.[O:35]1[CH:39]=[CH:38][C:37]([C:40](O)=[O:41])=[CH:36]1.C(N(CC)CC)C. (4) Given the product [ClH:40].[ClH:40].[NH2:13][CH2:12][CH:11]([C:8]1[CH:9]=[CH:10][C:5]([O:4][CH2:3][CH:2]([OH:1])[C:34]2[CH:39]=[CH:38][CH:37]=[CH:36][CH:35]=2)=[CH:6][CH:7]=1)[C:21]([NH:23][C:24]1[CH:25]=[C:26]2[C:31](=[CH:32][CH:33]=1)[CH:30]=[N:29][CH:28]=[CH:27]2)=[O:22], predict the reactants needed to synthesize it. The reactants are: [OH:1][CH:2]([C:34]1[CH:39]=[CH:38][CH:37]=[CH:36][CH:35]=1)[CH2:3][O:4][C:5]1[CH:10]=[CH:9][C:8]([CH:11]([C:21]([NH:23][C:24]2[CH:25]=[C:26]3[C:31](=[CH:32][CH:33]=2)[CH:30]=[N:29][CH:28]=[CH:27]3)=[O:22])[CH2:12][NH:13]C(=O)OC(C)(C)C)=[CH:7][CH:6]=1.[ClH:40]. (5) Given the product [CH:26]1([C:29]#[C:30][C:2]2[N:7]=[C:6]([CH2:8][O:9][N:10]=[C:11]([C:18]3[N:22]([CH3:23])[CH:21]=[N:20][N:19]=3)[C:12]3[CH:17]=[CH:16][CH:15]=[CH:14][CH:13]=3)[CH:5]=[CH:4][CH:3]=2)[CH2:28][CH2:27]1, predict the reactants needed to synthesize it. The reactants are: Br[C:2]1[N:7]=[C:6]([CH2:8][O:9][N:10]=[C:11]([C:18]2[N:22]([CH3:23])[CH:21]=[N:20][N:19]=2)[C:12]2[CH:17]=[CH:16][CH:15]=[CH:14][CH:13]=2)[CH:5]=[CH:4][CH:3]=1.N#N.[CH:26]1([C:29]#[CH:30])[CH2:28][CH2:27]1.C(N(C(C)C)C(C)C)C.